Dataset: Full USPTO retrosynthesis dataset with 1.9M reactions from patents (1976-2016). Task: Predict the reactants needed to synthesize the given product. Given the product [CH2:12]([N:19]1[C:2]([I:29])=[C:1]([C:3]2[CH:4]=[CH:5][C:6]([F:11])=[C:7]([CH:10]=2)[C:8]#[N:9])[N:21]=[N:20]1)[C:13]1[CH:18]=[CH:17][CH:16]=[CH:15][CH:14]=1, predict the reactants needed to synthesize it. The reactants are: [C:1]([C:3]1[CH:4]=[CH:5][C:6]([F:11])=[C:7]([CH:10]=1)[C:8]#[N:9])#[CH:2].[CH2:12]([N:19]=[N+:20]=[N-:21])[C:13]1[CH:18]=[CH:17][CH:16]=[CH:15][CH:14]=1.C(N(CC)CC)C.[I:29]Cl.